Dataset: Forward reaction prediction with 1.9M reactions from USPTO patents (1976-2016). Task: Predict the product of the given reaction. (1) Given the reactants [Br:1][C:2]1[CH:9]=[CH:8][C:5]([CH:6]=O)=[CH:4][N:3]=1.[CH3:10][O:11][CH2:12][CH2:13][NH2:14].C(O)(=O)C.C(O[BH-](OC(=O)C)OC(=O)C)(=O)C.[Na+], predict the reaction product. The product is: [Br:1][C:2]1[N:3]=[CH:4][C:5]([CH2:6][NH:14][CH2:13][CH2:12][O:11][CH3:10])=[CH:8][CH:9]=1. (2) Given the reactants [CH2:1]([O:3][C:4]([C:6]1([C:9]2[CH:14]=[CH:13][C:12]([C:15]3[CH:20]=[CH:19][C:18]([C:21]4[O:25][N:24]=[C:23]([CH3:26])[C:22]=4[NH2:27])=[CH:17][CH:16]=3)=[CH:11][CH:10]=2)[CH2:8][CH2:7]1)=[O:5])[CH3:2].Br[C:29]1[CH:34]=[CH:33][N:32]=[C:31]([C:35]2[CH:40]=[CH:39][CH:38]=[CH:37][CH:36]=2)[CH:30]=1, predict the reaction product. The product is: [CH2:1]([O:3][C:4]([C:6]1([C:9]2[CH:10]=[CH:11][C:12]([C:15]3[CH:20]=[CH:19][C:18]([C:21]4[O:25][N:24]=[C:23]([CH3:26])[C:22]=4[NH:27][C:29]4[CH:34]=[CH:33][N:32]=[C:31]([C:35]5[CH:40]=[CH:39][CH:38]=[CH:37][CH:36]=5)[CH:30]=4)=[CH:17][CH:16]=3)=[CH:13][CH:14]=2)[CH2:8][CH2:7]1)=[O:5])[CH3:2]. (3) Given the reactants N([C:8]1C=C(NC(=O)NCC)N=C[C:9]=1[C:20](O)=[O:21])C1C=CC=CC=1.[NH:23]([C:30]1[CH:35]=[C:34]([NH:36][C:37](=[O:41])[NH:38][CH2:39][CH3:40])[N:33]=[CH:32][C:31]=1[C:42]([NH:44][C:45]1[CH:50]=[CH:49][C:48]([I:51])=[CH:47][CH:46]=1)=[O:43])[C:24]1[CH:29]=[CH:28][CH:27]=[CH:26][CH:25]=1.C(N(CC)CC)C.C(O)C#C, predict the reaction product. The product is: [NH:23]([C:30]1[CH:35]=[C:34]([NH:36][C:37](=[O:41])[NH:38][CH2:39][CH3:40])[N:33]=[CH:32][C:31]=1[C:42]([NH:44][C:45]1[CH:46]=[CH:47][C:48]([I:51])=[CH:49][CH:50]=1)=[O:43])[C:24]1[CH:29]=[CH:28][CH:27]=[CH:26][CH:25]=1.[CH2:39]([NH:38][C:37]([NH:36][C:34]1[N:33]=[CH:32][C:31]([C:42]([NH:44][C:45]2[CH:46]=[CH:47][C:48]([C:8]#[C:9][CH2:20][OH:21])=[CH:49][CH:50]=2)=[O:43])=[C:30]([NH:23][C:24]2[CH:29]=[CH:28][CH:27]=[CH:26][CH:25]=2)[CH:35]=1)=[O:41])[CH3:40]. (4) Given the reactants [C:1]([C:3]1[CH:8]=[CH:7][CH:6]=[CH:5][C:4]=1[N:9]1[C:14](=[O:15])[CH:13]([C:16]2[CH:21]=[CH:20][CH:19]=[CH:18][CH:17]=2)[CH:12]2[CH2:22][O:23][C:24]3[CH:29]=[CH:28][CH:27]=[CH:26][C:25]=3[C:11]2=[N:10]1)#[N:2].BrBr, predict the reaction product. The product is: [C:1]([C:3]1[CH:8]=[CH:7][CH:6]=[CH:5][C:4]=1[N:9]1[C:14](=[O:15])[C:13]([C:16]2[CH:21]=[CH:20][CH:19]=[CH:18][CH:17]=2)=[C:12]2[CH2:22][O:23][C:24]3[CH:29]=[CH:28][CH:27]=[CH:26][C:25]=3[C:11]2=[N:10]1)#[N:2]. (5) Given the reactants Cl[C:2]1[C:11]2[C:6](=[CH:7][CH:8]=[CH:9][CH:10]=2)[N:5]=[C:4]([C:12]([F:15])([F:14])[F:13])[CH:3]=1.[CH2:16]([CH2:18][NH2:19])[OH:17], predict the reaction product. The product is: [F:13][C:12]([F:15])([F:14])[C:4]1[CH:3]=[C:2]([NH:19][CH2:18][CH2:16][OH:17])[C:11]2[C:6](=[CH:7][CH:8]=[CH:9][CH:10]=2)[N:5]=1. (6) Given the reactants [F-:1].[K+].[F:3][C:4]([C:12]([F:15])([F:14])[F:13])([C:8]([F:11])([F:10])[F:9])[C:5]([F:7])=[O:6].S(O[CH2:23][CH3:24])(OCC)(=O)=O, predict the reaction product. The product is: [C:4]([C:5]([O:6][CH2:23][CH3:24])([F:1])[F:7])([C:8]([F:10])([F:9])[F:11])([C:12]([F:13])([F:14])[F:15])[F:3].